This data is from Catalyst prediction with 721,799 reactions and 888 catalyst types from USPTO. The task is: Predict which catalyst facilitates the given reaction. (1) Reactant: C[O:2][C:3](=[O:36])[CH2:4][CH2:5][C:6]1[CH:11]=[CH:10][C:9]([O:12][CH2:13][CH:14]([C:16]2[O:20][C:19]([C:21]3[CH:26]=[CH:25][C:24]([O:27][C:28]([F:31])([F:30])[F:29])=[CH:23][CH:22]=3)=[N:18][C:17]=2[CH:32]([CH3:34])[CH3:33])[CH3:15])=[CH:8][C:7]=1[CH3:35].[OH-].[Na+].Cl. Product: [CH:32]([C:17]1[N:18]=[C:19]([C:21]2[CH:26]=[CH:25][C:24]([O:27][C:28]([F:30])([F:31])[F:29])=[CH:23][CH:22]=2)[O:20][C:16]=1[CH:14]([CH3:15])[CH2:13][O:12][C:9]1[CH:10]=[CH:11][C:6]([CH2:5][CH2:4][C:3]([OH:36])=[O:2])=[C:7]([CH3:35])[CH:8]=1)([CH3:33])[CH3:34]. The catalyst class is: 92. (2) Reactant: [C:1]([O:5][C:6](=[O:49])[C:7]1[CH:12]=[CH:11][C:10]([CH2:13][CH2:14][S:15]([N:18]2[CH2:23][CH2:22][C:21]([NH:27][C:28](=O)[C:29]3[CH:34]=[C:33]([C:35]([F:38])([F:37])[F:36])[CH:32]=[C:31]([O:39][CH2:40][C:41]4[CH:46]=[CH:45][CH:44]=[CH:43][CH:42]=4)[CH:30]=3)([C:24](=[O:26])[NH2:25])[CH2:20][CH2:19]2)(=[O:17])=[O:16])=[C:9]([CH3:48])[CH:8]=1)([CH3:4])([CH3:3])[CH3:2].[OH-].[Na+].[Cl-].[NH4+]. Product: [C:1]([O:5][C:6](=[O:49])[C:7]1[CH:12]=[CH:11][C:10]([CH2:13][CH2:14][S:15]([N:18]2[CH2:23][CH2:22][C:21]3([N:27]=[C:28]([C:29]4[CH:34]=[C:33]([C:35]([F:37])([F:36])[F:38])[CH:32]=[C:31]([O:39][CH2:40][C:41]5[CH:42]=[CH:43][CH:44]=[CH:45][CH:46]=5)[CH:30]=4)[NH:25][C:24]3=[O:26])[CH2:20][CH2:19]2)(=[O:16])=[O:17])=[C:9]([CH3:48])[CH:8]=1)([CH3:3])([CH3:4])[CH3:2]. The catalyst class is: 5. (3) Reactant: [NH2:1][C:2]1[N:7]=[C:6]([C:8]2[O:9][CH:10]=[CH:11][CH:12]=2)[C:5]([C:13]#[N:14])=[C:4](S(C)=O)[N:3]=1.[CH3:18][C:19]1[CH:24]=[CH:23][N:22]=[C:21]([CH2:25][OH:26])[CH:20]=1.C1CCN2C(=NCCC2)CC1. Product: [NH2:1][C:2]1[N:7]=[C:6]([C:8]2[O:9][CH:10]=[CH:11][CH:12]=2)[C:5]([C:13]#[N:14])=[C:4]([O:26][CH2:25][C:21]2[CH:20]=[C:19]([CH3:18])[CH:24]=[CH:23][N:22]=2)[N:3]=1. The catalyst class is: 57. (4) Reactant: [OH:1][C:2]1[CH:11]=[CH:10][C:5]([C:6]([O:8][CH3:9])=[O:7])=[CH:4][CH:3]=1.[Br:12][C:13]1[CH:18]=[CH:17][C:16]([CH:19](O)[CH2:20][CH:21]([CH3:23])[CH3:22])=[CH:15][CH:14]=1.C1(P(C2C=CC=CC=2)C2C=CC=CC=2)C=CC=CC=1.N(C(OC(C)C)=O)=NC(OC(C)C)=O. Product: [Br:12][C:13]1[CH:18]=[CH:17][C:16]([CH:19]([O:1][C:2]2[CH:3]=[CH:4][C:5]([C:6]([O:8][CH3:9])=[O:7])=[CH:10][CH:11]=2)[CH2:20][CH:21]([CH3:23])[CH3:22])=[CH:15][CH:14]=1. The catalyst class is: 54. (5) Reactant: [OH:1][C:2]1[CH:9]=[CH:8][CH:7]=[CH:6][C:3]=1[CH2:4][OH:5].Cl.Cl[CH2:12][CH2:13][N:14]1[CH2:19][CH2:18][O:17][CH2:16][CH2:15]1. Product: [N:14]1([CH2:13][CH2:12][O:1][C:2]2[CH:9]=[CH:8][CH:7]=[CH:6][C:3]=2[CH2:4][OH:5])[CH2:19][CH2:18][O:17][CH2:16][CH2:15]1. The catalyst class is: 74. (6) Product: [CH2:1]([O:4][C:5](=[O:6])[N:7]([CH2:17][CH:18]1[CH2:21][NH:20][CH2:19]1)[C@@H:8]1[CH2:10][C@H:9]1[C:11]1[CH:16]=[CH:15][CH:14]=[CH:13][CH:12]=1)[CH:2]=[CH2:3]. The catalyst class is: 2. Reactant: [CH2:1]([O:4][C:5]([N:7]([CH2:17][CH:18]1[CH2:21][N:20](C(OC(C)(C)C)=O)[CH2:19]1)[C@@H:8]1[CH2:10][C@H:9]1[C:11]1[CH:16]=[CH:15][CH:14]=[CH:13][CH:12]=1)=[O:6])[CH:2]=[CH2:3].C(O)(C(F)(F)F)=O. (7) Reactant: C(#N)C.[CH3:4][O:5][C:6]1[CH:7]=[C:8]2[C:13](=[CH:14][C:15]=1[O:16][CH3:17])[N:12]=[CH:11][CH:10]=[C:9]2[O:18][C:19]1[CH:24]=[CH:23][C:22]([NH:25][C:26]([NH:28][CH:29]2[CH2:34][CH2:33][NH:32][CH2:31][CH2:30]2)=[O:27])=[CH:21][CH:20]=1.[CH3:35][C:36]1[CH:43]=[CH:42][CH:41]=[CH:40][C:37]=1[CH2:38]Br.C(=O)([O-])[O-].[K+].[K+]. Product: [CH3:4][O:5][C:6]1[CH:7]=[C:8]2[C:13](=[CH:14][C:15]=1[O:16][CH3:17])[N:12]=[CH:11][CH:10]=[C:9]2[O:18][C:19]1[CH:24]=[CH:23][C:22]([NH:25][C:26]([NH:28][CH:29]2[CH2:34][CH2:33][N:32]([CH2:35][C:36]3[CH:43]=[CH:42][CH:41]=[CH:40][C:37]=3[CH3:38])[CH2:31][CH2:30]2)=[O:27])=[CH:21][CH:20]=1. The catalyst class is: 6. (8) Reactant: [Br:1][C:2]1[CH:3]=[N:4][C:5]([O:8]N2C3=NC=CC=C3N=N2)=[N:6][CH:7]=1.[NH:18]1[C:22](B(O)O)=[CH:21][CH:20]=[N:19]1.C([O-])([O-])=O.[Cs+].[Cs+]. Product: [Br:1][C:2]1[CH:7]=[N:6][C:5]([O:8][C:21]2[CH:22]=[N:18][NH:19][CH:20]=2)=[N:4][CH:3]=1. The catalyst class is: 104.